From a dataset of Experimentally validated miRNA-target interactions with 360,000+ pairs, plus equal number of negative samples. Binary Classification. Given a miRNA mature sequence and a target amino acid sequence, predict their likelihood of interaction. (1) The miRNA is hsa-miR-196a-5p with sequence UAGGUAGUUUCAUGUUGUUGGG. The protein sequence of the target gene is MAQFDTEYQRLEASYSDSPPGEEDLLVHVAEGSKSPWHHIENLDLFFSRVYNLHQKNGFTCMLIGEMFELMQFLFVVAFTTFLVSCVDYDILFANKMVNHSLHPTEPVKVTLPDAFLPAQVCSARIQENGSLITILVIAGVFWIHRLIKFIYNICCYWEIHSFYLHALRIPMSALPYCTWQEVQARIVQTQKEHQICIHKRELTELDIYHRILRFQNYMVALVNKSLLPLRFRLPGLGEVVFFTRGLKYNFELILFWGPGSLFLNEWSLKAEYKRGGQRLELAQRLSNRILWIGIANFLL.... Result: 0 (no interaction). (2) The miRNA is mmu-miR-5110 with sequence GGAGGAGGUAGAGGGUGGUGGAAUU. The protein sequence of the target gene is MSGAPTAGAALMLCAATAVLLSAQGGPVQSKSPRFASWDEMNVLAHGLLQLGQGLREHAERTRSQLSALERRLSACGSACQGTEGSTDLPLAPESRVDPEVLHSLQTQLKAQNSRIQQLFHKVAQQQRHLEKQHLRIQHLQSQFGLLDHKHLDHEVAKPARRKRLPEMAQPVDPAHNVSRLHRLPRDCQELFQVGERQSGLFEIQPQGSPPFLVNCKMTSDGGWTVIQRRHDGSVDFNRPWEAYKAGFGDPHGEFWLGLEKVHSITGDRNSRLAVQLRDWDGNAELLQFSVHLGGEDTAY.... Result: 0 (no interaction). (3) The miRNA is hsa-miR-548b-3p with sequence CAAGAACCUCAGUUGCUUUUGU. The protein sequence of the target gene is MRATPLAASADVSCRKKPLEFDDNIDAKCPVLKRVRDEPEPGPLPSLLPPSPPPASDLSPAVAPATRLGPYILLEREQGSCSYRALHCPTGTEYTCKVYPASEAQAVLAPYARLPTHQHVARPTEVLLGSRLLYIFFTKTHGDLHSLVRSRRGIPESEAAGLFRQMASAVAHCHKHGLVLRDLKLRRFVFSNCERTKLVLENLEDACVMTGSDDSLWDKHACPAYVGPEILSSRPSYSGKAADVWSLGVALFTMLAGRYPFHDSEPVLLFGKIRRGTFALPEGLSAPARCLIRCLLRKEP.... Result: 0 (no interaction). (4) The miRNA is hsa-miR-6875-5p with sequence UGAGGGACCCAGGACAGGAGA. The protein sequence of the target gene is MAFTEHSPLTPHRRDLCSRSIWLARKIRSDLTALTESYVKHQGLNKNINLDSADGMPVASTDQWSELTEAERLQENLQAYRTFHVLLARLLEDQQVHFTPTEGDFHQAIHTLLLQVAAFAYQIEELMILLEYKIPRNEADGMPINVGDGGLFEKKLWGLKVLQELSQWTVRSIHDLRFISSHQTGIPARGSHYIANNKKM. Result: 0 (no interaction). (5) The miRNA is mmu-miR-466k with sequence UGUGUGUGUACAUGUACAUGUGA. The protein sequence of the target gene is MAGSRGLPLLLLVLQLFLGPVLPVRAPVFGRSDTPTLSPEENEFVEEENQPVLVLSSEEPEPGPATVDCPRDCACSQEGVVDCGGIDLREFPGDLPEHTNHLSLQNNQLEKIYPEELSRLQRLETLNLQNNRLTSRGLPEEAFEHLTSLNYLYLANNKLTLAPRFLPNALISVDFAANYLTKIYGLTFGQKPNLRSVYLHNNKLADAGLPDHMFNGSSNVEILILSSNFLRHVPKHLPPALYKLHLKNNKLEKIPPGAFSELSNLRELYLQNNYLTDEGLDNETFWKLSSLEYLDLSSNN.... Result: 1 (interaction). (6) The miRNA is hsa-miR-4691-3p with sequence CCAGCCACGGACUGAGAGUGCAU. The protein sequence of the target gene is METGQRTSRKVRKLGSNRRRQTREPADGEGAAVAPEPESWSSQAAAELQAFFQDCGAKERGFVTREDLAVAKFSFLGSKEESEMIFDWVDVERKGHLSLEEFSSGLKNIFGSSQSPHRLRRRKPLPSKRVSATTSFPALEEADAEEKEAFLAFMEQLGTGHLLPKQMEIWQLWGQLRQEEPQLAGNLAGFLAKMTSRLQEAQADKEALELTLRKRDSDHHREVQQLYEEMEQQIRQEKQQLQAESDSRGLALTSQMQDVLEAKEREVQRLAEGQRELEAQLSHLRSTHQEAASENQQLQE.... Result: 1 (interaction). (7) The miRNA is rno-let-7b-5p with sequence UGAGGUAGUAGGUUGUGUGGUU. The protein sequence of the target gene is MMSYLKQPPYGMNGLGLAGPAMDLLHPSVGYPATPRKQRRERTTFTRSQLDVLEALFAKTRYPDIFMREEVALKINLPESRVQVWFKNRRAKCRQQQQSGSGTKSRPAKKKSSPVRESSGSESSGQFTPPAVSSSASSSSSASSSSANPAAAAAAGLGGNPVAAASSLSTPAASSIWSPASISPGSAPASVSVPEPLAAPSNTSCMQRSVAAGAATAAASYPMSYGQGGSYGQGYPTPSSSYFGGVDCSSYLAPMHSHHHPHQLSPMAPSSMAGHHHHHPHAHHPLSQSSGHHHHHHHHH.... Result: 0 (no interaction).